Dataset: Forward reaction prediction with 1.9M reactions from USPTO patents (1976-2016). Task: Predict the product of the given reaction. (1) Given the reactants [NH:1]1[C:9]2[C:4](=[CH:5][CH:6]=[CH:7][CH:8]=2)[CH2:3][C:2]1=[O:10].[Li+].C[Si]([N-][Si](C)(C)C)(C)C.C1COCC1.[O:26]1CCO[CH:27]1[C:31]1[CH:32]=[C:33]2[C:37](=[CH:38][CH:39]=1)[C:36](=O)[O:35][CH2:34]2.Cl, predict the reaction product. The product is: [O:10]=[C:2]1[C:3](=[C:36]2[C:37]3[C:33](=[CH:32][C:31]([CH:27]=[O:26])=[CH:39][CH:38]=3)[CH2:34][O:35]2)[C:4]2[C:9](=[CH:8][CH:7]=[CH:6][CH:5]=2)[NH:1]1. (2) Given the reactants [I:1][C:2]1[CH:3]=[C:4]([CH:6]=[CH:7][CH:8]=1)[NH2:5].C1(C)C=CC(S(O)(=O)=O)=CC=1.Cl[C:21]1[N:26]=[C:25]([NH:27][CH:28]2[CH2:30][CH2:29]2)[C:24]([Cl:31])=[CH:23][N:22]=1, predict the reaction product. The product is: [Cl:31][C:24]1[C:25]([NH:27][CH:28]2[CH2:30][CH2:29]2)=[N:26][C:21]([NH:5][C:4]2[CH:6]=[CH:7][CH:8]=[C:2]([I:1])[CH:3]=2)=[N:22][CH:23]=1.